Dataset: Full USPTO retrosynthesis dataset with 1.9M reactions from patents (1976-2016). Task: Predict the reactants needed to synthesize the given product. (1) Given the product [CH2:1]([O:8][C:9]1[CH:36]=[CH:35][C:12]([C:13]2[O:14][C:17]3[CH:18]=[C:19]([O:22][CH2:23][C@@H:24]([NH:26][C:27](=[O:33])[O:28][C:29]([CH3:32])([CH3:31])[CH3:30])[CH3:25])[N:20]=[CH:21][C:16]=3[N:15]=2)=[CH:11][C:10]=1[F:37])[C:2]1[CH:7]=[CH:6][CH:5]=[CH:4][CH:3]=1, predict the reactants needed to synthesize it. The reactants are: [CH2:1]([O:8][C:9]1[CH:36]=[CH:35][C:12]([C:13]([NH:15][C:16]2[C:17](Cl)=[CH:18][C:19]([O:22][CH2:23][C@@H:24]([NH:26][C:27](=[O:33])[O:28][C:29]([CH3:32])([CH3:31])[CH3:30])[CH3:25])=[N:20][CH:21]=2)=[O:14])=[CH:11][C:10]=1[F:37])[C:2]1[CH:7]=[CH:6][CH:5]=[CH:4][CH:3]=1.C(=O)([O-])[O-].[K+].[K+].O. (2) Given the product [CH3:42][C:27]1[CH:28]=[C:29]([O:32][C:33]2[CH:38]=[CH:37][CH:36]=[C:35]([C:39](=[O:40])[NH:8][CH2:7][C:6]3[CH:9]=[CH:10][C:3]([C:2]([F:11])([F:12])[F:1])=[CH:4][CH:5]=3)[CH:34]=2)[CH:30]=[CH:31][C:26]=1[O:25][CH2:24][C:23]([OH:43])=[O:22], predict the reactants needed to synthesize it. The reactants are: [F:1][C:2]([F:12])([F:11])[C:3]1[CH:10]=[CH:9][C:6]([CH2:7][NH2:8])=[CH:5][CH:4]=1.CCN(CC)CC.C([O:22][C:23](=[O:43])[CH2:24][O:25][C:26]1[CH:31]=[CH:30][C:29]([O:32][C:33]2[CH:38]=[CH:37][CH:36]=[C:35]([C:39](Cl)=[O:40])[CH:34]=2)=[CH:28][C:27]=1[CH3:42])C.[OH-].[Na+]. (3) Given the product [C:51]1([CH:50]([C:14]2[CH:15]=[CH:16][CH:17]=[CH:18][CH:19]=2)[CH2:49][N:48]([CH2:40][C:41]2[CH:42]=[CH:47][C:46]([O:24][CH3:23])=[CH:45][CH:44]=2)[CH:30]([CH3:31])[CH2:57][O:58][C:59]2[CH:60]=[C:61]([CH2:68][C:67]([OH:70])=[O:69])[CH:62]=[CH:65][CH:66]=2)[CH:52]=[CH:53][CH:54]=[CH:55][CH:56]=1, predict the reactants needed to synthesize it. The reactants are: C1(P([C:14]2[CH:19]=[CH:18][CH:17]=[CH:16][CH:15]=2)C2C=CC=CC=2)C=CC=CC=1.BrCC[CH2:23][OH:24].N(C(OC(C)C)=O)=NC(O[CH:30](C)[CH3:31])=O.[Br-].[CH2:40]([NH:48][CH2:49][CH2:50][C:51]1[CH:56]=[CH:55][CH:54]=[CH:53][CH:52]=1)[CH2:41][C:42]1[CH:47]=[CH:46][CH:45]=[CH:44]C=1.[CH3:57][O:58][C:59]1[CH:66]=[CH:65][C:62](C=O)=[CH:61][CH:60]=1.[C:67]([O:70][BH-](OC(=O)C)OC(=O)C)(=[O:69])[CH3:68].[Na+]. (4) Given the product [CH2:1]1[C:10]2[C:5](=[CH:6][CH:7]=[CH:8][CH:9]=2)[CH2:4][CH2:3][N:2]1[S:11]([C:14]1[CH:15]=[C:16]2[C:20](=[CH:21][CH:22]=1)[NH:19][C:18](=[O:23])[C:17]2=[CH:41][C:36]1[NH:37][C:38]2[C:34]([CH:35]=1)=[CH:33][C:32]([O:31][CH2:30][CH2:29][N:24]1[CH2:28][CH2:27][CH2:26][CH2:25]1)=[CH:40][CH:39]=2)(=[O:13])=[O:12], predict the reactants needed to synthesize it. The reactants are: [CH2:1]1[C:10]2[C:5](=[CH:6][CH:7]=[CH:8][CH:9]=2)[CH2:4][CH2:3][N:2]1[S:11]([C:14]1[CH:15]=[C:16]2[C:20](=[CH:21][CH:22]=1)[NH:19][C:18](=[O:23])[CH2:17]2)(=[O:13])=[O:12].[N:24]1([CH2:29][CH2:30][O:31][C:32]2[CH:33]=[C:34]3[C:38](=[CH:39][CH:40]=2)[NH:37][C:36]([CH:41]=O)=[CH:35]3)[CH2:28][CH2:27][CH2:26][CH2:25]1. (5) Given the product [OH:45][C@@H:46]1[CH2:53][N:52]([CH2:54][CH2:55][CH2:56][N:57]2[CH2:70][CH2:71][N:61]([C:62]3[CH:67]=[CH:66][CH:65]=[C:64]([I:68])[CH:63]=3)[CH:59]([CH3:60])[C:58]2=[O:69])[CH2:51][CH2:50][C:47]21[CH2:49][CH2:48]2, predict the reactants needed to synthesize it. The reactants are: IC1C=C(NC(C)C(O)=O)C=CC=1.C([Si](C)(C)O[C@@H]1CN(CCCNCC(OC)OC)CCC21CC2)(C)(C)C.C([Si](C)(C)[O:45][C@@H:46]1[CH2:53][N:52]([CH2:54][CH2:55][CH2:56][N:57]([CH2:70][CH:71](OC)OC)[C:58](=[O:69])[CH:59]([NH:61][C:62]2[CH:67]=[CH:66][CH:65]=[C:64]([I:68])[CH:63]=2)[CH3:60])[CH2:51][CH2:50][C:47]21[CH2:49][CH2:48]2)(C)(C)C.C([Si](C)(C)O[C@@H]1CN(CCCN2CCN(C3C=CC=C(I)C=3)C(C)C2=O)CCC21CC2)(C)(C)C. (6) Given the product [CH3:22][C:23]1[C:31]2[CH2:30][O:29][C:28](=[O:32])[C:27]=2[CH:26]=[CH:25][C:24]=1[CH2:33][CH2:34][N:19]1[CH2:20][CH2:21][N:16]([CH2:15][CH:8]2[C:9]3[C:4](=[C:3]([O:2][CH3:1])[C:12]([C:13]#[N:14])=[CH:11][CH:10]=3)[CH2:5][CH2:6][O:7]2)[CH2:17][CH2:18]1, predict the reactants needed to synthesize it. The reactants are: [CH3:1][O:2][C:3]1[C:12]([C:13]#[N:14])=[CH:11][CH:10]=[C:9]2[C:4]=1[CH2:5][CH2:6][O:7][CH:8]2[CH2:15][N:16]1[CH2:21][CH2:20][NH:19][CH2:18][CH2:17]1.[CH3:22][C:23]1[C:31]2[CH2:30][O:29][C:28](=[O:32])[C:27]=2[CH:26]=[CH:25][C:24]=1[CH2:33][CH:34]=O.[BH-](OC(C)=O)(OC(C)=O)OC(C)=O.[Na+]. (7) Given the product [F:19][C:20]1[CH:21]=[C:22]2[CH:28]=[CH:27][NH:26][C:23]2=[N:24][CH:25]=1, predict the reactants needed to synthesize it. The reactants are: [F-].C([N+](CCCC)(CCCC)CCCC)CCC.[F:19][C:20]1[CH:21]=[C:22]2[CH:28]=[CH:27][N:26]([Si](C(C)C)(C(C)C)C(C)C)[C:23]2=[N:24][CH:25]=1.